The task is: Predict the product of the given reaction.. This data is from Forward reaction prediction with 1.9M reactions from USPTO patents (1976-2016). Given the reactants [CH3:1][O:2][C:3](=[O:12])[C:4]1[CH:9]=[CH:8][C:7]([CH:10]=O)=[CH:6][CH:5]=1.[F:13][C:14]([F:50])([F:49])[C:15]1[CH:16]=[C:17]([CH:42]=[C:43]([C:45]([F:48])([F:47])[F:46])[CH:44]=1)[CH2:18][N:19]([C:36]1[N:37]=[N:38][N:39]([CH3:41])[N:40]=1)[C@H:20]1[CH2:26][CH2:25][CH2:24][NH:23][C:22]2[CH:27]=[C:28]([C:32]([F:35])([F:34])[F:33])[C:29]([CH3:31])=[CH:30][C:21]1=2.C(O[BH-](OC(=O)C)OC(=O)C)(=O)C.[Na+], predict the reaction product. The product is: [CH3:1][O:2][C:3](=[O:12])[C:4]1[CH:9]=[CH:8][C:7]([CH2:10][N:23]2[CH2:24][CH2:25][CH2:26][C@H:20]([N:19]([CH2:18][C:17]3[CH:42]=[C:43]([C:45]([F:48])([F:47])[F:46])[CH:44]=[C:15]([C:14]([F:13])([F:50])[F:49])[CH:16]=3)[C:36]3[N:37]=[N:38][N:39]([CH3:41])[N:40]=3)[C:21]3[CH:30]=[C:29]([CH3:31])[C:28]([C:32]([F:34])([F:33])[F:35])=[CH:27][C:22]2=3)=[CH:6][CH:5]=1.